Dataset: In vitro SARS-CoV-2 activity screen of 1,480 approved drugs from Prestwick library. Task: Binary Classification. Given a drug SMILES string, predict its activity (active/inactive) in a high-throughput screening assay against a specified biological target. (1) The molecule is O=C1CN(/N=C/c2ccc([N+](=O)[O-])o2)C(=O)N1. The result is 0 (inactive). (2) The compound is NCC1CCC(C(=O)O)CC1. The result is 0 (inactive). (3) The compound is COc1cc(C(=O)NS(=O)(=O)c2ccccc2C)ccc1Cc1cn(C)c2ccc(NC(=O)OC3CCCC3)cc12. The result is 0 (inactive). (4) The drug is Cc1cc(/C=C/c2ccc3cc(N(C)C)ccc3[n+]2C)c(C)n1-c1ccccc1.Cc1cc(/C=C/c2ccc3cc(N(C)C)ccc3[n+]2C)c(C)n1-c1ccccc1.O=C(O)c1cc2ccccc2c(Cc2c([O-])c(C(=O)O)cc3ccccc23)c1[O-]. The result is 0 (inactive). (5) The drug is C=C[C@H]1CN2CC[C@H]1C[C@H]2[C@H](OC(=O)OCC)c1ccnc2ccc(OC)cc12. The result is 0 (inactive). (6) The drug is CCOc1ccc2ccccc2c1C(=O)N[C@@H]1C(=O)N2[C@@H](C(=O)[O-])C(C)(C)S[C@H]12.O.[Na+]. The result is 0 (inactive). (7) The molecule is CN[C@H]1[C@@H](O)[C@@H](NC)[C@H](O)[C@H]2O[C@@H]3O[C@H](C)CC(=O)[C@]3(O)O[C@H]12.Cl.Cl. The result is 0 (inactive). (8) The drug is Cl.NC(N)=NC(=O)Cc1c(Cl)cccc1Cl. The result is 0 (inactive). (9) The result is 0 (inactive). The molecule is Cn1cc[nH]c1=S. (10) The molecule is CC(=O)NS(=O)(=O)c1ccc(NC(=O)c2ccccc2C(=O)O)cc1. The result is 0 (inactive).